Dataset: M1 muscarinic receptor antagonist screen with 61,756 compounds. Task: Binary Classification. Given a drug SMILES string, predict its activity (active/inactive) in a high-throughput screening assay against a specified biological target. (1) The compound is FC(F)(COCc1oc(C(=O)NC2CCCC2)cc1)C(F)F. The result is 0 (inactive). (2) The molecule is s1c2cc(n(c2cc1)CC(=O)c1ccccc1)C(=O)N1CCN(C2CCCCC2)CC1. The result is 0 (inactive). (3) The drug is s1c(C2N(C(=O)C(O)=C2C(=O)c2oc(cc2)C)c2noc(c2)C)ccc1. The result is 0 (inactive). (4) The drug is O1CCN(CCn2c3c(c4nc5c(nc24)cccc5)cccc3)CC1. The result is 0 (inactive). (5) The drug is S(c1n(c2c(n1)cccc2)C)CC(=O)NCc1ccc(F)cc1. The result is 0 (inactive). (6) The molecule is O1c2cc3N(C(C=C(c3cc2OC1)C)(C)C)C(=O)c1ccc(OC)cc1. The result is 0 (inactive).